Dataset: NCI-60 drug combinations with 297,098 pairs across 59 cell lines. Task: Regression. Given two drug SMILES strings and cell line genomic features, predict the synergy score measuring deviation from expected non-interaction effect. (1) Drug 1: CC1=C(C=C(C=C1)NC2=NC=CC(=N2)N(C)C3=CC4=NN(C(=C4C=C3)C)C)S(=O)(=O)N.Cl. Drug 2: C1CN1P(=S)(N2CC2)N3CC3. Cell line: NCI-H226. Synergy scores: CSS=21.0, Synergy_ZIP=-0.619, Synergy_Bliss=4.59, Synergy_Loewe=4.40, Synergy_HSA=5.65. (2) Drug 1: C1CN(CCN1C(=O)CCBr)C(=O)CCBr. Drug 2: B(C(CC(C)C)NC(=O)C(CC1=CC=CC=C1)NC(=O)C2=NC=CN=C2)(O)O. Cell line: SK-OV-3. Synergy scores: CSS=18.4, Synergy_ZIP=-6.68, Synergy_Bliss=-0.500, Synergy_Loewe=-19.0, Synergy_HSA=-0.183.